Dataset: Forward reaction prediction with 1.9M reactions from USPTO patents (1976-2016). Task: Predict the product of the given reaction. (1) Given the reactants [CH3:1][C:2]1[O:6][N:5]=[CH:4][C:3]=1[C:7]([OH:9])=O.C(Cl)CCl.C1C=NC2N(O)N=NC=2C=1.[F:24][C:25]1[CH:30]=[CH:29][C:28]([C:31]2[N:32]=[C:33]([C@H:36]3[CH2:41][CH2:40][CH2:39][NH:38][CH2:37]3)[O:34][CH:35]=2)=[CH:27][CH:26]=1, predict the reaction product. The product is: [F:24][C:25]1[CH:30]=[CH:29][C:28]([C:31]2[N:32]=[C:33]([C@H:36]3[CH2:41][CH2:40][CH2:39][N:38]([C:7]([C:3]4[CH:4]=[N:5][O:6][C:2]=4[CH3:1])=[O:9])[CH2:37]3)[O:34][CH:35]=2)=[CH:27][CH:26]=1. (2) Given the reactants [Br:1][C:2]1[CH:11]=[CH:10][C:5]([C:6](OC)=[O:7])=[CH:4][C:3]=1[CH2:12][C:13]([F:16])([F:15])[F:14].[H-].[H-].[H-].[H-].[Li+].[Al+3], predict the reaction product. The product is: [Br:1][C:2]1[CH:11]=[CH:10][C:5]([CH2:6][OH:7])=[CH:4][C:3]=1[CH2:12][C:13]([F:14])([F:15])[F:16]. (3) Given the reactants C(C1C=CC(CC[CH:11]([CH:15]2[C:28]3[C:23](=[CH:24][CH:25]=[CH:26][CH:27]=3)[C:22]3[CH:21]=[CH:20][CH:19]=[CH:18][C:17]=3[N:16]2[S:29]([C:32]2[CH:37]=[CH:36][C:35]([Cl:38])=[C:34]([Cl:39])[CH:33]=2)(=[O:31])=[O:30])[C:12]([NH2:14])=[O:13])=CC=1)#N.C(=O)([O-])[O-].[NH4+:44].[NH4+:45].[CH2:46](O)[CH3:47], predict the reaction product. The product is: [C:23]([C:22]1[CH:21]=[CH:20][C:19]([CH2:46][CH2:47][NH:14][C:12](=[O:13])[CH2:11][CH:15]2[C:28]3[C:23](=[CH:24][CH:25]=[CH:26][CH:27]=3)[C:22]3[CH:21]=[CH:20][CH:19]=[CH:18][C:17]=3[N:16]2[S:29]([C:32]2[CH:37]=[CH:36][C:35]([Cl:38])=[C:34]([Cl:39])[CH:33]=2)(=[O:30])=[O:31])=[CH:18][CH:17]=1)(=[NH:45])[NH2:44].